From a dataset of Full USPTO retrosynthesis dataset with 1.9M reactions from patents (1976-2016). Predict the reactants needed to synthesize the given product. (1) Given the product [CH2:34]([N:38]([CH2:51][CH2:52][CH2:53][CH3:54])[C:39]1[CH:44]=[CH:43][C:42]([CH:45]=[CH:46][CH:47]=[CH:14][C:9]2[S:13][CH:12]=[CH:11][CH:10]=2)=[C:41]([O:49][CH3:50])[CH:40]=1)[CH2:35][CH2:36][CH3:37], predict the reactants needed to synthesize it. The reactants are: C1([Li])C=CC=CC=1.[Cl-].[C:9]1([CH2:14][P+](C2C=CC=CC=2)(C2C=CC=CC=2)C2C=CC=CC=2)[S:13][CH:12]=[CH:11][CH:10]=1.[CH2:34]([N:38]([CH2:51][CH2:52][CH2:53][CH3:54])[C:39]1[CH:44]=[CH:43][C:42]([CH:45]=[CH:46][CH:47]=O)=[C:41]([O:49][CH3:50])[CH:40]=1)[CH2:35][CH2:36][CH3:37].O. (2) Given the product [CH2:25]([N:13]1[C:9]2([CH2:8][CH2:7][N:6]([C:4](=[O:5])[CH:3]([CH2:1][CH3:2])[CH2:21][CH3:22])[CH2:20][CH2:19]2)[NH:10][C@@H:11]([CH2:15][CH2:16][S:17][CH3:18])[C:12]1=[O:14])[C:26]1[CH:31]=[CH:30][CH:29]=[CH:28][CH:27]=1, predict the reactants needed to synthesize it. The reactants are: [CH2:1]([CH:3]([CH2:21][CH3:22])[C:4]([N:6]1[CH2:20][CH2:19][C:9]2([NH:13][C:12](=[O:14])[C@H:11]([CH2:15][CH2:16][S:17][CH3:18])[NH:10]2)[CH2:8][CH2:7]1)=[O:5])[CH3:2].[H-].[Na+].[CH2:25](Cl)[C:26]1[CH:31]=[CH:30][CH:29]=[CH:28][CH:27]=1.[NH4+].[Cl-]. (3) Given the product [CH:38]1([NH:43][CH2:2][CH2:3][CH2:4][S:5]([N:8]2[CH2:13][CH2:12][CH:11]([C:14]3[C:22]4[C:17](=[C:18]([C:29]([NH2:31])=[O:30])[CH:19]=[C:20]([C:23]5[CH:28]=[CH:27][CH:26]=[CH:25][CH:24]=5)[CH:21]=4)[NH:16][N:15]=3)[CH2:10][CH2:9]2)(=[O:7])=[O:6])[CH2:42][CH2:41][CH2:40][CH2:39]1, predict the reactants needed to synthesize it. The reactants are: Cl[CH2:2][CH2:3][CH2:4][S:5]([N:8]1[CH2:13][CH2:12][CH:11]([C:14]2[C:22]3[C:17](=[C:18]([C:29]([NH2:31])=[O:30])[CH:19]=[C:20]([C:23]4[CH:28]=[CH:27][CH:26]=[CH:25][CH:24]=4)[CH:21]=3)[NH:16][N:15]=2)[CH2:10][CH2:9]1)(=[O:7])=[O:6].C([O-])([O-])=O.[K+].[K+].[CH:38]1([NH2:43])[CH2:42][CH2:41][CH2:40][CH2:39]1.[I-].[Na+]. (4) Given the product [CH3:56][O:57][C:58](=[O:59])[CH:60]=[CH:32][CH:18]1[CH:19]2[CH:23]([O:22][CH:21]([CH:24]=[CH:25][C:26]3[CH:27]=[CH:28][CH:29]=[CH:30][CH:31]=3)[O:20]2)[CH:16]([N:11]2[CH:10]=[N:9][C:8]3[C:12]2=[N:13][CH:14]=[N:15][C:7]=3[NH:6][C:4]([NH:3][CH2:1][CH3:2])=[O:5])[O:17]1, predict the reactants needed to synthesize it. The reactants are: [CH2:1]([NH:3][C:4]([NH:6][C:7]1[N:15]=[CH:14][N:13]=[C:12]2[C:8]=1[N:9]=[CH:10][N:11]2[CH:16]1[CH:23]2[CH:19]([O:20][CH:21]([CH:24]=[CH:25][C:26]3[CH:31]=[CH:30][CH:29]=[CH:28][CH:27]=3)[O:22]2)[CH:18]([CH2:32]O)[O:17]1)=[O:5])[CH3:2].CC(OI1(OC(C)=O)(OC(C)=O)OC(=O)C2C=CC=CC1=2)=O.[CH3:56][O:57][C:58]([CH:60]=P(C1C=CC=CC=1)(C1C=CC=CC=1)C1C=CC=CC=1)=[O:59].